This data is from Catalyst prediction with 721,799 reactions and 888 catalyst types from USPTO. The task is: Predict which catalyst facilitates the given reaction. (1) Product: [CH3:40][N:39]([CH3:41])[CH2:38][CH2:37][N:36]([CH2:35][C:32]1[CH:31]=[CH:30][C:29]([NH:28][C:4]([C:6]2[C:7]3[N:8]=[CH:9][CH:10]=[N:11][C:12]=3[C:13]([C:16]3[C:17]([F:27])=[C:18]([O:25][CH3:26])[CH:19]=[C:20]([O:23][CH3:24])[C:21]=3[F:22])=[CH:14][CH:15]=2)=[O:3])=[N:34][CH:33]=1)[CH3:42]. Reactant: C([O:3][C:4]([C:6]1[C:7]2[N:8]=[CH:9][CH:10]=[N:11][C:12]=2[C:13]([C:16]2[C:21]([F:22])=[C:20]([O:23][CH3:24])[CH:19]=[C:18]([O:25][CH3:26])[C:17]=2[F:27])=[CH:14][CH:15]=1)=O)C.[NH2:28][C:29]1[N:34]=[CH:33][C:32]([CH2:35][N:36]([CH3:42])[CH2:37][CH2:38][N:39]([CH3:41])[CH3:40])=[CH:31][CH:30]=1.C[Al](C)C.C([O-])(O)=O.[Na+]. The catalyst class is: 512. (2) The catalyst class is: 16. Product: [Br:1][C:2]1[CH:7]=[C:6]2[C:5](=[CH:4][CH:3]=1)[O:21][C:10]([C:11]1[N:12]=[C:13]3[CH:18]=[CH:17][CH:16]=[CH:15][N:14]3[CH:19]=1)=[CH:9][C:8]2=[O:20]. Reactant: [Br:1][C:2]1[CH:3]=[CH:4][C:5]([OH:21])=[C:6]([C:8](=[O:20])/[CH:9]=[CH:10]/[C:11]2[N:12]=[C:13]3[CH:18]=[CH:17][CH:16]=[CH:15][N:14]3[CH:19]=2)[CH:7]=1.II. (3) Reactant: [CH2:1]([O:8][C:9]([CH2:11][N:12]1[C:17]([CH3:18])=[C:16]([Cl:19])[N:15]=[C:14](Cl)[C:13]1=[O:21])=[O:10])[C:2]1[CH:7]=[CH:6][CH:5]=[CH:4][CH:3]=1.[CH3:22][C:23]1[CH:31]=[CH:30][C:26]([CH2:27][CH2:28][NH2:29])=[CH:25][CH:24]=1.C(N(CC)CC)C. Product: [C:23]1([CH3:22])[CH:31]=[CH:30][C:26]([CH2:27][CH2:28][NH:29][C:14]2[C:13](=[O:21])[N:12]([CH2:11][C:9]([O:8][CH2:1][C:2]3[CH:7]=[CH:6][CH:5]=[CH:4][CH:3]=3)=[O:10])[C:17]([CH3:18])=[C:16]([Cl:19])[N:15]=2)=[CH:25][CH:24]=1. The catalyst class is: 13. (4) Reactant: FC(F)(F)S(O[C:7]1[CH:12]=[CH:11][C:10]([Cl:13])=[CH:9][C:8]=1[C:14]1[CH:19]=[CH:18][C:17]([O:20][CH2:21][C:22]2[CH:31]=[CH:30][C:29]3[C:24](=[CH:25][CH:26]=[CH:27][CH:28]=3)[N:23]=2)=[CH:16][CH:15]=1)(=O)=O.[N:34]1[CH:39]=[CH:38][C:37](B(O)O)=[CH:36][CH:35]=1.C([O-])([O-])=O.[Na+].[Na+]. Product: [Cl:13][C:10]1[CH:11]=[CH:12][C:7]([C:37]2[CH:38]=[CH:39][N:34]=[CH:35][CH:36]=2)=[C:8]([C:14]2[CH:19]=[CH:18][C:17]([O:20][CH2:21][C:22]3[CH:31]=[CH:30][C:29]4[C:24](=[CH:25][CH:26]=[CH:27][CH:28]=4)[N:23]=3)=[CH:16][CH:15]=2)[CH:9]=1. The catalyst class is: 12. (5) Reactant: O=S(Cl)[Cl:3].[C:5]([O:16][CH3:17])(=[O:15])[C:6]1[CH:14]=[CH:13][CH:12]=[C:8]([C:9]([O-])=[O:10])[CH:7]=1. Product: [CH3:17][O:16][C:5](=[O:15])[C:6]1[CH:14]=[CH:13][CH:12]=[C:8]([C:9]([Cl:3])=[O:10])[CH:7]=1. The catalyst class is: 3. (6) Reactant: [CH2:1]([N:8](C)[CH2:9][CH2:10][CH2:11][N:12]1[C:17]2[CH2:18][CH2:19][S:20][CH2:21][C:16]=2[C:15](=[O:22])[NH:14][C:13]1=[O:23])C1C=CC=CC=1.Cl[C:26]([O:28][CH2:29][C:30]([Cl:33])([Cl:32])[Cl:31])=[O:27]. Product: [O:23]=[C:13]1[N:12]([CH2:11][CH2:10][CH2:9][N:8]([CH3:1])[C:26](=[O:27])[O:28][CH2:29][C:30]([Cl:33])([Cl:32])[Cl:31])[C:17]2[CH2:18][CH2:19][S:20][CH2:21][C:16]=2[C:15](=[O:22])[NH:14]1. The catalyst class is: 10. (7) Reactant: [CH:1]([C:3]1[S:7][C:6]([C:8]([O:10][CH3:11])=[O:9])=[CH:5][CH:4]=1)=[O:2].[BH4-].[Na+].[NH4+].[Cl-]. Product: [OH:2][CH2:1][C:3]1[S:7][C:6]([C:8]([O:10][CH3:11])=[O:9])=[CH:5][CH:4]=1. The catalyst class is: 5. (8) Reactant: [H-].[Na+].[CH:3]1[C:12]2[C:7](=[CH:8][CH:9]=[CH:10][CH:11]=2)[CH:6]=[CH:5][C:4]=1[C:13](=[O:21])[CH2:14][C:15]1[CH:20]=[CH:19][N:18]=[CH:17][CH:16]=1.Br[CH2:23][C:24]([O:26][CH2:27][CH3:28])=[O:25]. Product: [CH:3]1[C:12]2[C:7](=[CH:8][CH:9]=[CH:10][CH:11]=2)[CH:6]=[CH:5][C:4]=1[C:13](=[O:21])[CH:14]([C:15]1[CH:16]=[CH:17][N:18]=[CH:19][CH:20]=1)[CH2:23][C:24]([O:26][CH2:27][CH3:28])=[O:25]. The catalyst class is: 1. (9) Reactant: [CH3:1][NH:2][CH2:3][CH:4]([OH:7])[CH2:5][OH:6].[C:16](O[C:16]([O:18][C:19]([CH3:22])([CH3:21])[CH3:20])=[O:17])([O:18][C:19]([CH3:22])([CH3:21])[CH3:20])=[O:17]. Product: [C:19]([O:18][C:16](=[O:17])[N:2]([CH2:3][CH:4]([OH:7])[CH2:5][OH:6])[CH3:1])([CH3:20])([CH3:21])[CH3:22]. The catalyst class is: 13.